From a dataset of Full USPTO retrosynthesis dataset with 1.9M reactions from patents (1976-2016). Predict the reactants needed to synthesize the given product. (1) Given the product [C:13]([O:16][C:17]1[CH:18]=[C:19](/[CH:20]=[CH:21]/[C:8]2[CH:9]=[CH:10][C:5]([O:4][C:1](=[O:3])[CH3:2])=[CH:6][CH:7]=2)[CH:22]=[C:23]([O:25][C:26](=[O:28])[CH3:27])[CH:24]=1)(=[O:15])[CH3:14], predict the reactants needed to synthesize it. The reactants are: [C:1]([O:4][C:5]1[CH:10]=[CH:9][C:8](O)=[C:7](Cl)[CH:6]=1)(=[O:3])[CH3:2].[C:13]([O:16][C:17]1[CH:18]=[C:19]([CH:22]=[C:23]([O:25][C:26](=[O:28])[CH3:27])[CH:24]=1)[CH:20]=[CH2:21])(=[O:15])[CH3:14].[O-]P(OP(OP([O-])([O-])=O)([O-])=O)(=O)[O-].[K+].[K+].[K+].[K+].[K+].C12(P(C34CC5CC(CC(C5)C3)C4)CCCC)CC3CC(CC(C3)C1)C2. (2) Given the product [C:18]1([S:24]([C:2]2[CH:7]=[CH:6][C:5]([F:8])=[C:4]([CH:9]=[CH:10][O:11][CH3:12])[CH:3]=2)(=[O:26])=[O:25])[CH:23]=[CH:22][CH:21]=[CH:20][CH:19]=1, predict the reactants needed to synthesize it. The reactants are: Br[C:2]1[CH:7]=[CH:6][C:5]([F:8])=[C:4](/[CH:9]=[CH:10]/[O:11][CH3:12])[CH:3]=1.C([Li])(C)(C)C.[C:18]1([S:24](F)(=[O:26])=[O:25])[CH:23]=[CH:22][CH:21]=[CH:20][CH:19]=1.